The task is: Predict the reaction yield, written as a fraction of the theoretical maximum amount of product (1.0 means a 100% yield; for example, 0.34 means a 34% yield).. This data is from Reaction yield outcomes from USPTO patents with 853,638 reactions. (1) The reactants are [Cl:1][C:2]1[CH:3]=[C:4]([C:8]2[O:16][C:15]3[CH:14]=[CH:13][N:12]([C:17]4[CH:18]=[C:19]5[C:23](=[CH:24][CH:25]=4)[NH:22][N:21]=[CH:20]5)[C:11](=[O:26])[C:10]=3[CH:9]=2)[CH:5]=[CH:6][CH:7]=1.Cl.Cl[CH2:29][CH2:30][N:31]1[CH2:35][CH2:34][CH2:33][CH2:32]1.C([O-])([O-])=O.[Cs+].[Cs+]. The catalyst is CS(C)=O.CN1C(=O)CCC1.O.CCOC(C)=O. The product is [Cl:1][C:2]1[CH:3]=[C:4]([C:8]2[O:16][C:15]3[CH:14]=[CH:13][N:12]([C:17]4[CH:18]=[C:19]5[C:23](=[CH:24][CH:25]=4)[N:22]([CH2:29][CH2:30][N:31]4[CH2:35][CH2:34][CH2:33][CH2:32]4)[N:21]=[CH:20]5)[C:11](=[O:26])[C:10]=3[CH:9]=2)[CH:5]=[CH:6][CH:7]=1. The yield is 0.250. (2) The reactants are [NH:1]1[CH:5]=[CH:4][CH:3]=[N:2]1.[H-].[Na+].[CH2:8]([O:15][C:16]1[CH:21]=[CH:20][C:19]([N:22]2[CH2:26][C@H:25]([CH2:27]OS(C)(=O)=O)[O:24][C:23]2=[O:33])=[CH:18][C:17]=1[F:34])[C:9]1[CH:14]=[CH:13][CH:12]=[CH:11][CH:10]=1. The catalyst is CC(=O)OCC. The product is [CH2:8]([O:15][C:16]1[CH:21]=[CH:20][C:19]([N:22]2[CH2:26][C@H:25]([CH2:27][N:1]3[CH:5]=[CH:4][CH:3]=[N:2]3)[O:24][C:23]2=[O:33])=[CH:18][C:17]=1[F:34])[C:9]1[CH:10]=[CH:11][CH:12]=[CH:13][CH:14]=1. The yield is 0.958. (3) The reactants are C([O:3][C:4](=[O:28])/[CH:5]=[CH:6]/[C:7]1[CH:8]=[N:9][N:10]2[CH:15]=[CH:14][C:13]([N:16]3[CH2:20][CH2:19][CH2:18][CH:17]3[C:21]3[CH:22]=[N:23][CH:24]=[C:25]([F:27])[CH:26]=3)=[N:12][C:11]=12)C.[Li+].[OH-]. The catalyst is CCO.O. The product is [F:27][C:25]1[CH:26]=[C:21]([CH:17]2[CH2:18][CH2:19][CH2:20][N:16]2[C:13]2[CH:14]=[CH:15][N:10]3[N:9]=[CH:8][C:7](/[CH:6]=[CH:5]/[C:4]([OH:28])=[O:3])=[C:11]3[N:12]=2)[CH:22]=[N:23][CH:24]=1. The yield is 0.790. (4) The reactants are B(Br)(Br)Br.[F:5][C:6]([F:29])([F:28])[C:7]([N:9]1[CH2:18][CH2:17][C:16]2[C:11](=[CH:12][CH:13]=[C:14]([O:19]C)[CH:15]=2)[CH:10]1[C:21]1[CH:26]=[CH:25][C:24]([I:27])=[CH:23][CH:22]=1)=[O:8].CO. The catalyst is C(Cl)Cl. The product is [F:29][C:6]([F:5])([F:28])[C:7]([N:9]1[CH2:18][CH2:17][C:16]2[C:11](=[CH:12][CH:13]=[C:14]([OH:19])[CH:15]=2)[CH:10]1[C:21]1[CH:26]=[CH:25][C:24]([I:27])=[CH:23][CH:22]=1)=[O:8]. The yield is 0.830. (5) The reactants are [Cl:1][C:2]1[CH:11]=[CH:10][CH:9]=[C:8]2[C:3]=1[CH:4]=[CH:5][NH:6][C:7]2=[O:12].[CH3:13][C:14]([CH3:16])=O. No catalyst specified. The yield is 0.400. The product is [Cl:1][C:2]1[CH:11]=[CH:10][CH:9]=[C:8]2[C:3]=1[CH:4]=[CH:5][N:6]([CH2:13][CH2:14][CH3:16])[C:7]2=[O:12]. (6) The catalyst is S(=O)(=O)(O)O. The product is [Cl:1][C:2]1[C:3]([N+:11]([O-:13])=[O:12])=[C:4]([CH:7]=[C:8]([Cl:10])[CH:9]=1)[CH:5]=[O:6]. The reactants are [Cl:1][C:2]1[CH:3]=[C:4]([CH:7]=[C:8]([Cl:10])[CH:9]=1)[CH:5]=[O:6].[N+:11]([O-])([OH:13])=[O:12]. The yield is 0.790.